Dataset: Full USPTO retrosynthesis dataset with 1.9M reactions from patents (1976-2016). Task: Predict the reactants needed to synthesize the given product. (1) The reactants are: [Br-].C(OC([NH:9][CH:10]([CH3:37])[CH2:11][N+:12]12[CH2:19][CH2:18][CH:15]([CH2:16][CH2:17]1)[C@@H:14]([O:20][C:21](=[O:36])[C:22]([OH:35])([C:29]1[CH:34]=[CH:33][CH:32]=[CH:31][CH:30]=1)[C:23]1[CH:28]=[CH:27][CH:26]=[CH:25][CH:24]=1)[CH2:13]2)=O)(C)(C)C.Br.[ClH:39]. Given the product [ClH:39].[Cl-:39].[NH2:9][CH:10]([CH3:37])[CH2:11][N+:12]12[CH2:19][CH2:18][CH:15]([CH2:16][CH2:17]1)[C@@H:14]([O:20][C:21](=[O:36])[C:22]([OH:35])([C:23]1[CH:28]=[CH:27][CH:26]=[CH:25][CH:24]=1)[C:29]1[CH:30]=[CH:31][CH:32]=[CH:33][CH:34]=1)[CH2:13]2, predict the reactants needed to synthesize it. (2) Given the product [CH2:20]([O:22][C:23](=[O:35])[CH:24]([CH3:34])/[C:25](=[CH:26]\[C:27]1[CH:28]=[CH:29][C:30]([F:33])=[CH:31][CH:32]=1)/[CH:5]([C:4]([O:3][CH2:1][CH3:2])=[O:13])[C:6]([O:8][C:9]([CH3:12])([CH3:11])[CH3:10])=[O:7])[CH3:21], predict the reactants needed to synthesize it. The reactants are: [CH2:1]([O:3][C:4](=[O:13])[CH2:5][C:6]([O:8][C:9]([CH3:12])([CH3:11])[CH3:10])=[O:7])[CH3:2].CC(C)([O-])C.[K+].[CH2:20]([O:22][C:23](=[O:35])[C:24]([CH3:34])=[C:25]=[CH:26][C:27]1[CH:32]=[CH:31][C:30]([F:33])=[CH:29][CH:28]=1)[CH3:21].C(O)(=O)CC(CC(O)=O)(C(O)=O)O. (3) Given the product [CH3:1][O:2][CH2:3][CH2:4][NH:5][CH:6]1[CH2:11][CH2:10][NH:9][CH2:8][CH2:7]1, predict the reactants needed to synthesize it. The reactants are: [CH3:1][O:2][CH2:3][CH2:4][NH:5][CH:6]1[CH2:11][CH2:10][N:9](C(OCC2C=CC=CC=2)=O)[CH2:8][CH2:7]1. (4) Given the product [N:1]1([C:7](=[O:24])[CH2:8][C@@H:9]([CH2:13][S:14]([CH2:17][C:18]2[CH:23]=[CH:22][CH:21]=[CH:20][CH:19]=2)(=[O:16])=[O:15])[C:10]([NH:25][C@H:26]([C:27]([C:29]2[O:33][N:32]=[C:31]([C:34]3[CH:39]=[CH:38][CH:37]=[CH:36][CH:35]=3)[N:30]=2)=[O:28])[CH2:40][CH3:41])=[O:12])[CH2:2][CH2:3][O:4][CH2:5][CH2:6]1, predict the reactants needed to synthesize it. The reactants are: [N:1]1([C:7](=[O:24])[CH2:8][CH:9]([CH2:13][S:14]([CH2:17][C:18]2[CH:23]=[CH:22][CH:21]=[CH:20][CH:19]=2)(=[O:16])=[O:15])[C:10]([OH:12])=O)[CH2:6][CH2:5][O:4][CH2:3][CH2:2]1.[NH2:25][CH:26]([CH2:40][CH3:41])[C@@H:27]([C:29]1[O:33][N:32]=[C:31]([C:34]2[CH:39]=[CH:38][CH:37]=[CH:36][CH:35]=2)[N:30]=1)[OH:28]. (5) Given the product [Cl:28][C:29]1[C:34]([Cl:35])=[CH:33][CH:32]=[CH:31][C:30]=1[N:36]1[C:5]([C:7]2[C:12](=[O:13])[CH:11]=[CH:10][N:9]([C:14]3[CH:19]=[CH:18][CH:17]=[C:16]([S:20]([C:23]([F:26])([F:24])[F:25])(=[O:22])=[O:21])[CH:15]=3)[N:8]=2)=[CH:4][CH:3]=[N:37]1, predict the reactants needed to synthesize it. The reactants are: CN(C)/[CH:3]=[CH:4]/[C:5]([C:7]1[C:12](=[O:13])[CH:11]=[CH:10][N:9]([C:14]2[CH:19]=[CH:18][CH:17]=[C:16]([S:20]([C:23]([F:26])([F:25])[F:24])(=[O:22])=[O:21])[CH:15]=2)[N:8]=1)=O.[Cl:28][C:29]1[C:34]([Cl:35])=[CH:33][CH:32]=[CH:31][C:30]=1[NH:36][NH2:37]. (6) Given the product [CH3:1][O:2][C:3]([C:5]1([O:8][CH3:12])[CH2:7][CH2:6]1)=[O:4], predict the reactants needed to synthesize it. The reactants are: [CH3:1][O:2][C:3]([C:5]1([OH:8])[CH2:7][CH2:6]1)=[O:4].[H-].[Na+].O1CCC[CH2:12]1. (7) Given the product [NH2:1][C:2]1[C:11]2[C:6](=[C:7]([C:21]3[C:22]([O:26][CH3:27])=[CH:23][CH:24]=[CH:25][C:20]=3[F:19])[CH:8]=[CH:9][CH:10]=2)[N:5]=[N:4][C:3]=1[C:13]([NH:15][CH2:16][CH2:17][CH3:18])=[O:14], predict the reactants needed to synthesize it. The reactants are: [NH2:1][C:2]1[C:11]2[C:6](=[C:7](Br)[CH:8]=[CH:9][CH:10]=2)[N:5]=[N:4][C:3]=1[C:13]([NH:15][CH2:16][CH2:17][CH3:18])=[O:14].[F:19][C:20]1[CH:25]=[CH:24][CH:23]=[C:22]([O:26][CH3:27])[C:21]=1B(O)O.O1CCCC1.C(=O)([O-])[O-].[Na+].[Na+].